This data is from Catalyst prediction with 721,799 reactions and 888 catalyst types from USPTO. The task is: Predict which catalyst facilitates the given reaction. (1) Reactant: C(OC([N:8]1[CH2:13][CH2:12][C:11]([C:15]2[CH:20]=[CH:19][CH:18]=[C:17]([Cl:21])[C:16]=2[Cl:22])(O)[CH2:10][CH2:9]1)=O)(C)(C)C. Product: [Cl:22][C:16]1[C:17]([Cl:21])=[CH:18][CH:19]=[CH:20][C:15]=1[C:11]1[CH2:12][CH2:13][NH:8][CH2:9][CH:10]=1. The catalyst class is: 55. (2) Product: [Br:18][C:15]1[CH:16]=[CH:17][C:12]([CH:7]([NH:25][C:21]([CH3:24])([CH3:23])[CH3:22])[C:8]([F:11])([F:10])[F:9])=[CH:13][CH:14]=1. The catalyst class is: 2. Reactant: FC(F)(F)S(O[CH:7]([C:12]1[CH:17]=[CH:16][C:15]([Br:18])=[CH:14][CH:13]=1)[C:8]([F:11])([F:10])[F:9])(=O)=O.[C:21]([NH2:25])([CH3:24])([CH3:23])[CH3:22].C(=O)([O-])[O-].[K+].[K+]. (3) The catalyst class is: 13. Reactant: [N:1]1[CH:6]=[CH:5][CH:4]=[CH:3][C:2]=1[C:7]([O:9][C:10]([CH3:13])([CH3:12])[CH3:11])=[O:8].ClC1C=CC=C(C(OO)=[O:22])C=1. Product: [N+:1]1([O-:22])[C:2]([C:7]([O:9][C:10]([CH3:13])([CH3:12])[CH3:11])=[O:8])=[CH:3][CH:4]=[CH:5][CH:6]=1. (4) Reactant: Br[C:2]1[S:6][C:5]([CH:7]=[O:8])=[CH:4][C:3]=1[C:9]1[C:10]([F:15])=[N:11][CH:12]=[CH:13][CH:14]=1.N1C=CC=CC=1.O.O.[C:24]1([S:30]([O-:32])=[O:31])[CH:29]=[CH:28][CH:27]=[CH:26][CH:25]=1.[Na+].O. Product: [F:15][C:10]1[C:9]([C:3]2[CH:4]=[C:5]([CH:7]=[O:8])[S:6][C:2]=2[S:30]([C:24]2[CH:29]=[CH:28][CH:27]=[CH:26][CH:25]=2)(=[O:32])=[O:31])=[CH:14][CH:13]=[CH:12][N:11]=1. The catalyst class is: 9.